From a dataset of Catalyst prediction with 721,799 reactions and 888 catalyst types from USPTO. Predict which catalyst facilitates the given reaction. (1) Reactant: Cl[C:2]1[CH:3]=[CH:4][N:5]2[C:10]([C:11]=1[CH3:12])=[C:9]([CH:13]1[CH2:15][CH2:14]1)[CH:8]=[C:7]([C:16]([O:18][CH2:19][CH3:20])=[O:17])[C:6]2=[O:21].[OH:22][C:23]1[CH:28]=[CH:27][C:26](B(O)OC)=[CH:25][CH:24]=1.[C:33]([O-])([O-])=O.[Na+].[Na+]. Product: [OH:22][C:23]1[CH:28]=[CH:27][C:26]([C:2]2[CH:3]=[CH:4][N:5]3[C:10]([C:11]=2[CH3:12])=[C:9]([CH:13]2[CH2:15][CH2:14]2)[CH:8]=[C:7]([C:16]([O:18][CH2:19][CH3:20])=[O:17])[C:6]3=[O:21])=[C:25]([CH3:33])[CH:24]=1. The catalyst class is: 516. (2) Product: [Cl:5][CH2:6][CH2:7][CH2:8][O:9][C:10]1[CH:23]=[CH:22][C:13]([C:14]2[O:19][CH2:18][C:17]([CH3:21])([CH3:20])[N:16]=2)=[CH:12][CH:11]=1. Reactant: S(Cl)(Cl)=O.[Cl:5][CH2:6][CH2:7][CH2:8][O:9][C:10]1[CH:23]=[CH:22][C:13]([C:14]([NH:16][C:17]([CH3:21])([CH3:20])[CH2:18][OH:19])=O)=[CH:12][CH:11]=1.O.C(=O)([O-])[O-].[K+].[K+]. The catalyst class is: 4. (3) Reactant: [F:1][C:2]1[CH:11]=[C:10]([CH3:12])[C:9]([F:13])=[CH:8][C:3]=1[C:4]([O:6][CH3:7])=[O:5].[Br:14]N1C(=O)CCC1=O. Product: [Br:14][CH2:12][C:10]1[C:9]([F:13])=[CH:8][C:3]([C:4]([O:6][CH3:7])=[O:5])=[C:2]([F:1])[CH:11]=1. The catalyst class is: 340.